Predict the reaction yield, written as a fraction of the theoretical maximum amount of product (1.0 means a 100% yield; for example, 0.34 means a 34% yield). From a dataset of Reaction yield outcomes from USPTO patents with 853,638 reactions. The reactants are [N:1]1([C:6]2[CH:11]=[CH:10][C:9]([OH:12])=[CH:8][CH:7]=2)[CH:5]=[CH:4][N:3]=[CH:2]1.C([O-])([O-])=O.[K+].[K+].[N+](C1C=C(S(O[CH2:32][C@@H:33]2[CH2:35][O:34]2)(=O)=O)C=CC=1)([O-])=O. The catalyst is CN(C=O)C. The product is [O:34]1[CH2:35][CH:33]1[CH2:32][O:12][C:9]1[CH:10]=[CH:11][C:6]([N:1]2[CH:5]=[CH:4][N:3]=[CH:2]2)=[CH:7][CH:8]=1. The yield is 0.726.